From a dataset of Forward reaction prediction with 1.9M reactions from USPTO patents (1976-2016). Predict the product of the given reaction. (1) Given the reactants [NH2:1][C:2]1[C:7]([C:8]2[CH:9]=[C:10]([CH:15]=[C:16]([OH:18])[CH:17]=2)[C:11]([O:13]C)=[O:12])=[C:6]([NH:19][C@H:20]([C:22]2[N:27]([C:28]3[CH:33]=[CH:32][CH:31]=[CH:30][CH:29]=3)[C:26](=[O:34])[C:25]3=[C:35]([CH3:38])[CH:36]=[CH:37][N:24]3[N:23]=2)[CH3:21])[N:5]=[CH:4][N:3]=1.[OH-].[Li+], predict the reaction product. The product is: [NH2:1][C:2]1[C:7]([C:8]2[CH:9]=[C:10]([CH:15]=[C:16]([OH:18])[CH:17]=2)[C:11]([OH:13])=[O:12])=[C:6]([NH:19][C@H:20]([C:22]2[N:27]([C:28]3[CH:33]=[CH:32][CH:31]=[CH:30][CH:29]=3)[C:26](=[O:34])[C:25]3=[C:35]([CH3:38])[CH:36]=[CH:37][N:24]3[N:23]=2)[CH3:21])[N:5]=[CH:4][N:3]=1. (2) Given the reactants [NH:1]1[CH2:6][CH2:5][CH:4]([O:7][NH2:8])[CH2:3][CH2:2]1.[C:9]([N:16]1[CH2:21][CH2:20][CH2:19][CH2:18][C:17]1=O)([O:11][C:12]([CH3:15])([CH3:14])[CH3:13])=[O:10], predict the reaction product. The product is: [C:12]([O:11][C:9]([N:16]1[CH2:21][CH2:20][C:19](=[N:8][O:7][CH:4]2[CH2:5][CH2:6][NH:1][CH2:2][CH2:3]2)[CH2:18][CH2:17]1)=[O:10])([CH3:15])([CH3:13])[CH3:14].